Dataset: Catalyst prediction with 721,799 reactions and 888 catalyst types from USPTO. Task: Predict which catalyst facilitates the given reaction. (1) The catalyst class is: 16. Product: [C:11]([N:14]1[C:23]2[C:18](=[CH:19][C:20]([C:24]([O:26][CH2:27][CH3:28])=[O:25])=[CH:21][CH:22]=2)[C@H:17]([NH:29][C:2]2[N:7]=[C:6]([CH3:8])[CH:5]=[CH:4][N:3]=2)[C@@H:16]([CH3:30])[C@@H:15]1[CH:31]1[CH2:32][CH2:33]1)(=[O:13])[CH3:12]. Reactant: Cl[C:2]1[N:7]=[C:6]([CH3:8])[CH:5]=[CH:4][N:3]=1.[F-].[K+].[C:11]([N:14]1[C:23]2[C:18](=[CH:19][C:20]([C:24]([O:26][CH2:27][CH3:28])=[O:25])=[CH:21][CH:22]=2)[C@H:17]([NH2:29])[C@@H:16]([CH3:30])[C@@H:15]1[CH:31]1[CH2:33][CH2:32]1)(=[O:13])[CH3:12].C1OCCOCCOCCOCCOCCOC1.CCN(C(C)C)C(C)C. (2) Reactant: [C:1]([O:5][C:6]([N:8]1[CH2:13][CH2:12][C@H:11]([CH2:14][O:15][C:16]2[N:17]=[N:18][C:19]([CH2:35][CH2:36][CH2:37][CH3:38])=[C:20]([C:22]3[CH:27]=[CH:26][C:25]([O:28][CH:29]4[CH2:34][CH2:33][CH2:32][CH2:31][CH2:30]4)=[CH:24][CH:23]=3)[CH:21]=2)[C@H:10]([OH:39])[CH2:9]1)=[O:7])([CH3:4])([CH3:3])[CH3:2].[H-].[Na+].[CH3:42]I.O. Product: [C:1]([O:5][C:6]([N:8]1[CH2:13][CH2:12][C@H:11]([CH2:14][O:15][C:16]2[N:17]=[N:18][C:19]([CH2:35][CH2:36][CH2:37][CH3:38])=[C:20]([C:22]3[CH:23]=[CH:24][C:25]([O:28][CH:29]4[CH2:30][CH2:31][CH2:32][CH2:33][CH2:34]4)=[CH:26][CH:27]=3)[CH:21]=2)[C@H:10]([O:39][CH3:42])[CH2:9]1)=[O:7])([CH3:4])([CH3:3])[CH3:2]. The catalyst class is: 39. (3) Reactant: [Br:1][C:2]1[CH:10]=[C:9]([CH3:11])[CH:8]=[C:7]2[C:3]=1[CH:4]=[N:5][NH:6]2.[CH2:12]1[CH2:17][O:16][CH:15]=[CH:14][CH2:13]1.CC1C=CC(S(O)(=O)=O)=CC=1.O. Product: [Br:1][C:2]1[CH:10]=[C:9]([CH3:11])[CH:8]=[C:7]2[C:3]=1[CH:4]=[N:5][N:6]2[CH:15]1[CH2:14][CH2:13][CH2:12][CH2:17][O:16]1. The catalyst class is: 1. (4) Reactant: Cl.Cl.[NH2:3][CH2:4][C:5]1([CH2:11][N:12]2[CH2:17][CH2:16][N:15]([C:18](=[O:49])[CH2:19][C:20]3[NH:21][C:22]([CH2:42][CH2:43][C:44]4[S:45][CH:46]=[CH:47][N:48]=4)=[C:23]([C:38]([O:40][CH3:41])=[O:39])[CH:24]([C:30]4[C:35]([Cl:36])=[CH:34][CH:33]=[CH:32][C:31]=4[Cl:37])[C:25]=3[C:26]([O:28][CH3:29])=[O:27])[CH2:14][CH2:13]2)[CH2:10][CH2:9][CH2:8][CH2:7][CH2:6]1.[C:50](OC(=O)C)(=[O:52])[CH3:51].C(N(CC)CC)C. Product: [C:50]([NH:3][CH2:4][C:5]1([CH2:11][N:12]2[CH2:17][CH2:16][N:15]([C:18](=[O:49])[CH2:19][C:20]3[NH:21][C:22]([CH2:42][CH2:43][C:44]4[S:45][CH:46]=[CH:47][N:48]=4)=[C:23]([C:38]([O:40][CH3:41])=[O:39])[CH:24]([C:30]4[C:31]([Cl:37])=[CH:32][CH:33]=[CH:34][C:35]=4[Cl:36])[C:25]=3[C:26]([O:28][CH3:29])=[O:27])[CH2:14][CH2:13]2)[CH2:6][CH2:7][CH2:8][CH2:9][CH2:10]1)(=[O:52])[CH3:51]. The catalyst class is: 4. (5) Reactant: [NH2:1][C:2]1[C:3]([C:13]([NH2:15])=[O:14])=[N:4][N:5]2[CH2:10][CH2:9][N:8]([CH3:11])[C:7](=[O:12])[C:6]=12.[F:16][C:17]([F:32])([F:31])[C:18]1[C:26]2[CH2:25][CH2:24][CH2:23][CH2:22][C:21]=2[N:20]([CH2:27][C:28](O)=[O:29])[N:19]=1.[I-].ClC1C=CC=C[N+]=1C.C(N(CC)C(C)C)(C)C. Product: [CH3:11][N:8]1[CH2:9][CH2:10][N:5]2[N:4]=[C:3]([C:13]([NH2:15])=[O:14])[C:2]([NH:1][C:28](=[O:29])[CH2:27][N:20]3[C:21]4[CH2:22][CH2:23][CH2:24][CH2:25][C:26]=4[C:18]([C:17]([F:31])([F:16])[F:32])=[N:19]3)=[C:6]2[C:7]1=[O:12]. The catalyst class is: 12. (6) Reactant: [OH:1][CH2:2][C:3]1[N:4]([C:8]2[CH:12]=[CH:11][N:10]([S:13]([C:16]3[CH:22]=[CH:21][C:19]([CH3:20])=[CH:18][CH:17]=3)(=[O:15])=[O:14])[C:9]=2[CH:23]=[O:24])[CH:5]=[CH:6][CH:7]=1.N1C=CN=C1.[CH3:30][C:31]([Si:34](Cl)([CH3:36])[CH3:35])([CH3:33])[CH3:32]. Product: [Si:34]([O:1][CH2:2][C:3]1[N:4]([C:8]2[CH:12]=[CH:11][N:10]([S:13]([C:16]3[CH:22]=[CH:21][C:19]([CH3:20])=[CH:18][CH:17]=3)(=[O:15])=[O:14])[C:9]=2[CH:23]=[O:24])[CH:5]=[CH:6][CH:7]=1)([C:31]([CH3:33])([CH3:32])[CH3:30])([CH3:36])[CH3:35]. The catalyst class is: 2.